This data is from Full USPTO retrosynthesis dataset with 1.9M reactions from patents (1976-2016). The task is: Predict the reactants needed to synthesize the given product. Given the product [Cl:5][C:6]1[CH:11]=[C:10]([CH3:12])[C:9]([NH:13][C:14]2[N:18]([CH3:19])[C:17]3[C:20]([C:24](=[O:28])[CH2:1][CH3:2])=[CH:21][CH:22]=[CH:23][C:16]=3[N:15]=2)=[C:8]([O:26][CH3:27])[CH:7]=1, predict the reactants needed to synthesize it. The reactants are: [CH2:1]([Mg]Br)[CH3:2].[Cl:5][C:6]1[CH:11]=[C:10]([CH3:12])[C:9]([NH:13][C:14]2[N:18]([CH3:19])[C:17]3[C:20]([C:24]#N)=[CH:21][CH:22]=[CH:23][C:16]=3[N:15]=2)=[C:8]([O:26][CH3:27])[CH:7]=1.[O:28]1CCCC1.